This data is from Forward reaction prediction with 1.9M reactions from USPTO patents (1976-2016). The task is: Predict the product of the given reaction. (1) Given the reactants [C:1]([O:5][C:6]([C:8]1[C:9]([CH3:33])=[C:10]2[C:14](=[CH:15][CH:16]=1)[C@@H:13]([NH:17][C:18]([C:20]1[N:25]3[N:26]=[CH:27][C:28]([C:29](O)=[O:30])=[C:24]3[N:23]=[C:22]([CH3:32])[CH:21]=1)=[O:19])[CH2:12][CH2:11]2)=[O:7])([CH3:4])([CH3:3])[CH3:2].C(Cl)(=O)C(Cl)=O.[Cl:40][C:41]1[CH:47]=[CH:46][CH:45]=[CH:44][C:42]=1[NH2:43].C(N(CC)CC)C, predict the reaction product. The product is: [C:1]([O:5][C:6]([C:8]1[C:9]([CH3:33])=[C:10]2[C:14](=[CH:15][CH:16]=1)[C@@H:13]([NH:17][C:18]([C:20]1[N:25]3[N:26]=[CH:27][C:28]([C:29](=[O:30])[NH:43][C:42]4[CH:44]=[CH:45][CH:46]=[CH:47][C:41]=4[Cl:40])=[C:24]3[N:23]=[C:22]([CH3:32])[CH:21]=1)=[O:19])[CH2:12][CH2:11]2)=[O:7])([CH3:4])([CH3:2])[CH3:3]. (2) Given the reactants [NH2:1][N:2]1[C:7](=[O:8])[C:6]([C:9]2[NH:14][C:13]3[CH:15]=[CH:16][CH:17]=[CH:18][C:12]=3[S:11](=[O:20])(=[O:19])[N:10]=2)=[C:5]([OH:21])[C:4]2[S:22][CH:23]=[CH:24][C:3]1=2.[CH3:25][C@@H:26]1[CH2:31][CH2:30][CH2:29][C:28](=O)[CH2:27]1, predict the reaction product. The product is: [O:19]=[S:11]1(=[O:20])[C:12]2[CH:18]=[CH:17][CH:16]=[CH:15][C:13]=2[NH:14][C:9]([C:6]2[C:7](=[O:8])[N:2]([N:1]=[C:28]3[CH2:29][CH2:30][CH2:31][C@@H:26]([CH3:25])[CH2:27]3)[C:3]3[CH:24]=[CH:23][S:22][C:4]=3[C:5]=2[OH:21])=[N:10]1. (3) Given the reactants CC(C)(C)[C@H](NC(=O)[C@@H](NC)C)C(N1[C@H](C([NH:18][C@H:19]2[C:28]3[C:23](=[CH:24][CH:25]=[CH:26][CH:27]=3)[CH2:22][CH2:21][CH2:20]2)=O)CC2C(=CC(C(N[C@H]3C[C@@H](C(=O)[NH:18][C@H:19]4[C:28]5[C:23](=[CH:24][CH:25]=[CH:26][CH:27]=5)[CH2:22][CH2:21][CH2:20]4)N(C(=O)[C@@H](NC(=O)[C@@H](NC)C)C(C)(C)C)C3)=O)=CC=2)C1)=O.[C:73]([O:77][C:78]([N:80]1[CH2:84][C:83](=[O:85])[CH2:82][C@H:81]1[C:86]([OH:88])=O)=[O:79])([CH3:76])([CH3:75])[CH3:74].[C@H]1(N)C2C(=CC=CC=2)CCC1, predict the reaction product. The product is: [O:85]=[C:83]1[CH2:84][N:80]([C:78]([O:77][C:73]([CH3:74])([CH3:75])[CH3:76])=[O:79])[C@H:81]([C:86](=[O:88])[NH:18][C@H:19]2[C:28]3[C:23](=[CH:24][CH:25]=[CH:26][CH:27]=3)[CH2:22][CH2:21][CH2:20]2)[CH2:82]1. (4) Given the reactants [Cl:1][CH2:2][CH2:3][CH2:4][CH2:5][C:6](Cl)=[O:7].[NH2:9][C:10]1[CH:19]=[CH:18][C:13]([C:14]([O:16][CH3:17])=[O:15])=[CH:12][C:11]=1[Cl:20].O, predict the reaction product. The product is: [Cl:20][C:11]1[CH:12]=[C:13]([CH:18]=[CH:19][C:10]=1[NH:9][C:6](=[O:7])[CH2:5][CH2:4][CH2:3][CH2:2][Cl:1])[C:14]([O:16][CH3:17])=[O:15]. (5) Given the reactants [C:1](Cl)(=[O:8])[C:2]1[CH:7]=[CH:6][CH:5]=[CH:4][CH:3]=1.[F:10][C:11]1[CH:40]=[CH:39][C:14]([CH2:15][O:16][C:17]2[CH:22]=[CH:21][CH:20]=[CH:19][C:18]=2[C:23]2[N:24]([C:29]3[CH:30]=[C:31]([S:35]([NH2:38])(=[O:37])=[O:36])[CH:32]=[CH:33][CH:34]=3)[C:25]([CH3:28])=[CH:26][CH:27]=2)=[CH:13][CH:12]=1.C(N(CC)CC)C, predict the reaction product. The product is: [F:10][C:11]1[CH:12]=[CH:13][C:14]([CH2:15][O:16][C:17]2[CH:22]=[CH:21][CH:20]=[CH:19][C:18]=2[C:23]2[N:24]([C:29]3[CH:30]=[C:31]([S:35]([NH:38][C:1]([C:2]4[CH:7]=[CH:6][CH:5]=[CH:4][CH:3]=4)=[O:8])(=[O:36])=[O:37])[CH:32]=[CH:33][CH:34]=3)[C:25]([CH3:28])=[CH:26][CH:27]=2)=[CH:39][CH:40]=1. (6) Given the reactants Br[C:2]1[CH:3]=[C:4]2[C:8](=[CH:9][C:10]=1[Cl:11])[NH:7][C:6](=[O:12])[CH2:5]2.[C:13]([O:16][CH2:17][C:18]1([C:21]2[CH:26]=[CH:25][C:24](B3OC(C)(C)C(C)(C)O3)=[CH:23][CH:22]=2)[CH2:20][CH2:19]1)(=[O:15])[CH3:14].C(=O)([O-])[O-].[Na+].[Na+], predict the reaction product. The product is: [C:13]([O:16][CH2:17][C:18]1([C:21]2[CH:26]=[CH:25][C:24]([C:2]3[CH:3]=[C:4]4[C:8](=[CH:9][C:10]=3[Cl:11])[NH:7][C:6](=[O:12])[CH2:5]4)=[CH:23][CH:22]=2)[CH2:20][CH2:19]1)(=[O:15])[CH3:14]. (7) Given the reactants [Cl:1][C:2]1[CH:7]=[CH:6][CH:5]=[CH:4][C:3]=1[NH:8][CH2:9][CH2:10]O.[CH2:12]([O:19][C:20]1[CH:21]=[C:22]([NH2:28])[CH:23]=[CH:24][C:25]=1[O:26][CH3:27])[C:13]1[CH:18]=[CH:17][CH:16]=[CH:15][CH:14]=1, predict the reaction product. The product is: [CH2:12]([O:19][C:20]1[CH:21]=[C:22]([NH:28][CH2:10][CH2:9][NH:8][C:3]2[CH:4]=[CH:5][CH:6]=[CH:7][C:2]=2[Cl:1])[CH:23]=[CH:24][C:25]=1[O:26][CH3:27])[C:13]1[CH:14]=[CH:15][CH:16]=[CH:17][CH:18]=1.